Dataset: Catalyst prediction with 721,799 reactions and 888 catalyst types from USPTO. Task: Predict which catalyst facilitates the given reaction. (1) Reactant: [O:1]1[CH2:6][CH2:5][N:4]([C:7]2[C:8]3[N:9]([CH:33]=[C:34]([CH2:36][CH2:37][C:38]4[CH:47]=[CH:46][C:45]5[C:40](=[CH:41][CH:42]=[CH:43][CH:44]=5)[N:39]=4)[N:35]=3)[C:10]([C:13]3[CH:18]=[CH:17][C:16]([N:19]4[C:23](=[O:24])[N:22](COCC[Si](C)(C)C)[N:21]=[CH:20]4)=[CH:15][CH:14]=3)=[CH:11][N:12]=2)[CH2:3][CH2:2]1.C(Cl)Cl.C(O)(C(F)(F)F)=O.O.CCO.CCN(C(C)C)C(C)C. Product: [O:1]1[CH2:2][CH2:3][N:4]([C:7]2[C:8]3[N:9]([CH:33]=[C:34]([CH2:36][CH2:37][C:38]4[CH:47]=[CH:46][C:45]5[C:40](=[CH:41][CH:42]=[CH:43][CH:44]=5)[N:39]=4)[N:35]=3)[C:10]([C:13]3[CH:18]=[CH:17][C:16]([N:19]4[C:23](=[O:24])[NH:22][N:21]=[CH:20]4)=[CH:15][CH:14]=3)=[CH:11][N:12]=2)[CH2:5][CH2:6]1. The catalyst class is: 254. (2) Reactant: C[O:2][C:3]1[CH:4]=[C:5]2[C:9](=[CH:10][CH:11]=1)[C@H:8]([CH2:12][C:13]([O:15][CH2:16][CH3:17])=[O:14])[CH2:7][CH2:6]2.[Al+3].[Cl-].[Cl-].[Cl-].CCS. Product: [OH:2][C:3]1[CH:4]=[C:5]2[C:9](=[CH:10][CH:11]=1)[C@H:8]([CH2:12][C:13]([O:15][CH2:16][CH3:17])=[O:14])[CH2:7][CH2:6]2. The catalyst class is: 2. (3) Reactant: [Cl:1][C:2]1[CH:7]=[C:6]([C:8]([N:10]2[CH2:15][CH2:14][N:13]([C:16]3[CH:21]=[CH:20][C:19]([CH3:22])=[CH:18][C:17]=3[CH3:23])[CH2:12][CH2:11]2)=[O:9])[CH:5]=[CH:4][C:3]=1[N:24]1[CH2:28][CH:27]([C:29]([N:31]2[CH2:36][CH2:35][N:34]([CH3:37])[CH2:33][CH2:32]2)=[O:30])[CH2:26][C:25]1=[O:38].Cl.C(OCC)(=O)C. Product: [ClH:1].[Cl:1][C:2]1[CH:7]=[C:6]([C:8]([N:10]2[CH2:11][CH2:12][N:13]([C:16]3[CH:21]=[CH:20][C:19]([CH3:22])=[CH:18][C:17]=3[CH3:23])[CH2:14][CH2:15]2)=[O:9])[CH:5]=[CH:4][C:3]=1[N:24]1[CH2:28][CH:27]([C:29]([N:31]2[CH2:36][CH2:35][N:34]([CH3:37])[CH2:33][CH2:32]2)=[O:30])[CH2:26][C:25]1=[O:38]. The catalyst class is: 13. (4) Reactant: [O:1]=[O+][O-].C([C:6](=P(C1C=CC=CC=1)(C1C=CC=CC=1)C1C=CC=CC=1)[C:7]([C@@H:9]([NH:14][C:15](=[O:37])[O:16][C@H:17]([C:22]1[O:23][C:24]([C:27]2[CH:32]=[CH:31][C:30]([C:33]([F:36])([F:35])[F:34])=[CH:29][CH:28]=2)=[N:25][N:26]=1)[C:18]([CH3:21])([CH3:20])[CH3:19])[CH2:10][CH2:11][CH2:12][CH3:13])=[O:8])#N.[NH2:57][C:58]1[CH:62]=[CH:61][NH:60][N:59]=1. Product: [O:1]=[C:6]([NH:57][C:58]1[NH:59][N:60]=[CH:61][CH:62]=1)[C:7]([C@@H:9]([NH:14][C:15](=[O:37])[O:16][C@H:17]([C:22]1[O:23][C:24]([C:27]2[CH:32]=[CH:31][C:30]([C:33]([F:34])([F:36])[F:35])=[CH:29][CH:28]=2)=[N:25][N:26]=1)[C:18]([CH3:20])([CH3:21])[CH3:19])[CH2:10][CH2:11][CH2:12][CH3:13])=[O:8]. The catalyst class is: 4. (5) Reactant: [C:1]([NH2:11])(=[O:10])[CH:2]=[CH:3][C:4]1[CH:9]=[CH:8][CH:7]=[CH:6][CH:5]=1.Br[CH:13]([CH3:21])[C:14](=O)[CH2:15][C:16]([O:18][CH3:19])=[O:17].C(OC(=O)C)C. Product: [CH3:21][C:13]1[O:10][C:1]([CH:2]=[CH:3][C:4]2[CH:5]=[CH:6][CH:7]=[CH:8][CH:9]=2)=[N:11][C:14]=1[CH2:15][C:16]([O:18][CH3:19])=[O:17]. The catalyst class is: 9.